From a dataset of Catalyst prediction with 721,799 reactions and 888 catalyst types from USPTO. Predict which catalyst facilitates the given reaction. (1) Reactant: [NH2:1][C@H:2]([CH3:34])[C:3]([N:5]1[CH2:10][CH2:9][CH:8]([CH2:11][N:12]2[C:20]([S:21][C:22]3[C:31]([Br:32])=[CH:30][C:25]4[O:26][CH2:27][CH2:28][O:29][C:24]=4[CH:23]=3)=[N:19][C:18]3[C:13]2=[N:14][CH:15]=[N:16][C:17]=3[NH2:33])[CH2:7][CH2:6]1)=[O:4].Cl[C:36]([C@@H:38]([O:40][C:41](=[O:43])[CH3:42])[CH3:39])=[O:37]. Product: [C:41]([O:40][C@@H:38]([CH3:39])[C:36]([NH:1][C@H:2]([CH3:34])[C:3]([N:5]1[CH2:10][CH2:9][CH:8]([CH2:11][N:12]2[C:20]([S:21][C:22]3[C:31]([Br:32])=[CH:30][C:25]4[O:26][CH2:27][CH2:28][O:29][C:24]=4[CH:23]=3)=[N:19][C:18]3[C:13]2=[N:14][CH:15]=[N:16][C:17]=3[NH2:33])[CH2:7][CH2:6]1)=[O:4])=[O:37])(=[O:43])[CH3:42]. The catalyst class is: 1. (2) Reactant: O1[CH:7]2[CH:2]1[C:3]([CH3:20])([CH3:19])[O:4][C:5]1[CH:11]=[C:10]([O:12][CH2:13][O:14][CH3:15])[C:9]([N+:16]([O-:18])=[O:17])=[CH:8][C:6]=12.Cl([O-])(=O)(=O)=O.[Li+].[C:27]1([CH2:33][CH2:34][NH2:35])[CH:32]=[CH:31][CH:30]=[CH:29][CH:28]=1.C(=O)([O-])O.[Na+]. Product: [CH3:15][O:14][CH2:13][O:12][C:10]1[C:9]([N+:16]([O-:18])=[O:17])=[CH:8][C:6]2[CH:7]([NH:35][CH2:34][CH2:33][C:27]3[CH:32]=[CH:31][CH:30]=[CH:29][CH:28]=3)[CH2:2][C:3]([CH3:20])([CH3:19])[O:4][C:5]=2[CH:11]=1. The catalyst class is: 12. (3) Reactant: [CH3:1][O:2][C:3]1[CH:21]=[CH:20][C:6]([C:7]([C:9]2[C:18](=[O:19])[C:17]3[C:12](=[CH:13][CH:14]=[CH:15][N:16]=3)[NH:11][CH:10]=2)=[O:8])=[CH:5][C:4]=1[CH3:22].Br[CH2:24][C:25]1[CH:30]=[CH:29][CH:28]=[C:27]([CH3:31])[N:26]=1.C[Si](C)(C)N[Si](C)(C)C.[K]. Product: [CH3:1][O:2][C:3]1[CH:21]=[CH:20][C:6]([C:7]([C:9]2[C:18](=[O:19])[C:17]3[C:12](=[CH:13][CH:14]=[CH:15][N:16]=3)[N:11]([CH2:24][C:25]3[CH:30]=[CH:29][CH:28]=[C:27]([CH3:31])[N:26]=3)[CH:10]=2)=[O:8])=[CH:5][C:4]=1[CH3:22]. The catalyst class is: 1.